Dataset: Catalyst prediction with 721,799 reactions and 888 catalyst types from USPTO. Task: Predict which catalyst facilitates the given reaction. (1) Reactant: C([Li])CCC.[C:6]([O:10][C:11](=[O:32])[CH:12](P(OCC)(OCC)=O)[CH2:13][C:14]([O:16][CH2:17][C:18]1[CH:23]=[CH:22][CH:21]=[CH:20][CH:19]=1)=[O:15])([CH3:9])([CH3:8])[CH3:7].[C:33]([O:37][C:38](=[O:48])[NH:39][C:40]1[CH:45]=[C:44]([CH:46]=O)[CH:43]=[CH:42][N:41]=1)([CH3:36])([CH3:35])[CH3:34].O. Product: [C:6]([O:10][C:11](=[O:32])[C:12](=[CH:46][C:44]1[CH:43]=[CH:42][N:41]=[C:40]([NH:39][C:38]([O:37][C:33]([CH3:36])([CH3:35])[CH3:34])=[O:48])[CH:45]=1)[CH2:13][C:14]([O:16][CH2:17][C:18]1[CH:19]=[CH:20][CH:21]=[CH:22][CH:23]=1)=[O:15])([CH3:7])([CH3:8])[CH3:9]. The catalyst class is: 1. (2) Reactant: [C:1]([N:3]1[C:11]2[CH:10]=[CH:9][C:8]([CH3:12])=[CH:7][C:6]=2[C:5]2[CH2:13][N:14]([CH3:17])[CH2:15][CH2:16][C:4]1=2)#[CH:2].[NH:18]1[CH:22]=[CH:21][N:20]=[CH:19]1.CCCC[N+](CCCC)(CCCC)CCCC.[F-]. Product: [N:18]1([C:1]([N:3]2[C:11]3[CH:10]=[CH:9][C:8]([CH3:12])=[CH:7][C:6]=3[C:5]3[CH2:13][N:14]([CH3:17])[CH2:15][CH2:16][C:4]2=3)=[CH2:2])[CH:22]=[CH:21][N:20]=[CH:19]1. The catalyst class is: 6. (3) Reactant: [CH2:1]([N:8]1[CH:13]([CH2:14][O:15][Si:16]([C:19]([CH3:22])([CH3:21])[CH3:20])([CH3:18])[CH3:17])[CH2:12][O:11][CH:10]([CH3:23])[C:9]1=[O:24])[C:2]1[CH:7]=[CH:6][CH:5]=[CH:4][CH:3]=1.[CH:25]([N-]C(C)C)(C)C.[Li+].IC.O. Product: [CH2:1]([N:8]1[CH:13]([CH2:14][O:15][Si:16]([C:19]([CH3:20])([CH3:22])[CH3:21])([CH3:18])[CH3:17])[CH2:12][O:11][C:10]([CH3:25])([CH3:23])[C:9]1=[O:24])[C:2]1[CH:7]=[CH:6][CH:5]=[CH:4][CH:3]=1. The catalyst class is: 7.